Dataset: Reaction yield outcomes from USPTO patents with 853,638 reactions. Task: Predict the reaction yield, written as a fraction of the theoretical maximum amount of product (1.0 means a 100% yield; for example, 0.34 means a 34% yield). The reactants are C(OC([N:8]1[CH2:12][C@H:11]([S:13][CH2:14][C:15]2[CH:20]=[CH:19][C:18]([O:21][CH3:22])=[CH:17][CH:16]=2)[CH2:10][C@H:9]1[CH2:23][N:24]([CH2:34][C:35]([O:37][C:38]([CH3:41])([CH3:40])[CH3:39])=[O:36])[CH2:25][C:26]1[CH:31]=[C:30]([F:32])[CH:29]=[CH:28][C:27]=1[F:33])=O)(C)(C)C.Cl. The catalyst is CCOC(C)=O. The product is [C:38]([O:37][C:35](=[O:36])[CH2:34][N:24]([CH2:25][C:26]1[CH:31]=[C:30]([F:32])[CH:29]=[CH:28][C:27]=1[F:33])[CH2:23][C@@H:9]1[CH2:10][C@@H:11]([S:13][CH2:14][C:15]2[CH:20]=[CH:19][C:18]([O:21][CH3:22])=[CH:17][CH:16]=2)[CH2:12][NH:8]1)([CH3:41])([CH3:39])[CH3:40]. The yield is 0.760.